From a dataset of Reaction yield outcomes from USPTO patents with 853,638 reactions. Predict the reaction yield, written as a fraction of the theoretical maximum amount of product (1.0 means a 100% yield; for example, 0.34 means a 34% yield). (1) The reactants are [NH2:1][C@@H:2]([CH2:33][C:34]1[CH:39]=[CH:38][CH:37]=[CH:36][CH:35]=1)[CH2:3][C@H:4]([OH:32])[C@@H:5]([NH:19][C:20]([C@@H:22]([NH:27][C:28](=[O:31])[O:29][CH3:30])[C:23]([CH3:26])([CH3:25])[CH3:24])=[O:21])[CH2:6][C:7]1[CH:12]=[CH:11][C:10]([C:13]2[CH:18]=[CH:17][CH:16]=[CH:15][N:14]=2)=[CH:9][CH:8]=1.[CH3:40][C@@H:41]([CH2:60][CH3:61])[C@H:42]([N:46]1[CH2:50][CH2:49][N:48]([CH2:51][C:52]2[CH:57]=[CH:56][CH:55]=[C:54]([CH3:58])[N:53]=2)[C:47]1=[O:59])[C:43](O)=[O:44].CCOP(ON1N=NC2C=CC=CC=2C1=O)(OCC)=O.C(N(CC)C(C)C)(C)C. The catalyst is C1COCC1. The product is [OH:32][C@@H:4]([CH2:3][C@@H:2]([NH:1][C:43](=[O:44])[C@@H:42]([N:46]1[CH2:50][CH2:49][N:48]([CH2:51][C:52]2[CH:57]=[CH:56][CH:55]=[C:54]([CH3:58])[N:53]=2)[C:47]1=[O:59])[CH:41]([CH3:40])[CH2:60][CH3:61])[CH2:33][C:34]1[CH:35]=[CH:36][CH:37]=[CH:38][CH:39]=1)[C@@H:5]([NH:19][C:20]([C@@H:22]([NH:27][C:28](=[O:31])[O:29][CH3:30])[C:23]([CH3:25])([CH3:26])[CH3:24])=[O:21])[CH2:6][C:7]1[CH:12]=[CH:11][C:10]([C:13]2[CH:18]=[CH:17][CH:16]=[CH:15][N:14]=2)=[CH:9][CH:8]=1. The yield is 0.540. (2) The reactants are [NH2:1][CH2:2][CH2:3][CH2:4][CH2:5][C:6]([O:8]C)=[O:7].CCN(CC)CC.[C:17]1([S:23](Cl)(=[O:25])=[O:24])[CH:22]=[CH:21][CH:20]=[CH:19][CH:18]=1.[NH4+].[Cl-].[Li+].[OH-].Cl. The catalyst is C1COCC1.O.C(Cl)Cl. The product is [C:17]1([S:23]([NH:1][CH2:2][CH2:3][CH2:4][CH2:5][C:6]([OH:8])=[O:7])(=[O:25])=[O:24])[CH:22]=[CH:21][CH:20]=[CH:19][CH:18]=1. The yield is 0.480.